From a dataset of NCI-60 drug combinations with 297,098 pairs across 59 cell lines. Regression. Given two drug SMILES strings and cell line genomic features, predict the synergy score measuring deviation from expected non-interaction effect. (1) Drug 1: CC1=C(C=C(C=C1)NC2=NC=CC(=N2)N(C)C3=CC4=NN(C(=C4C=C3)C)C)S(=O)(=O)N.Cl. Drug 2: CC1=C(N=C(N=C1N)C(CC(=O)N)NCC(C(=O)N)N)C(=O)NC(C(C2=CN=CN2)OC3C(C(C(C(O3)CO)O)O)OC4C(C(C(C(O4)CO)O)OC(=O)N)O)C(=O)NC(C)C(C(C)C(=O)NC(C(C)O)C(=O)NCCC5=NC(=CS5)C6=NC(=CS6)C(=O)NCCC[S+](C)C)O. Cell line: OVCAR3. Synergy scores: CSS=1.72, Synergy_ZIP=-2.89, Synergy_Bliss=-4.89, Synergy_Loewe=-25.8, Synergy_HSA=-5.08. (2) Drug 1: C1=CC(=CC=C1C#N)C(C2=CC=C(C=C2)C#N)N3C=NC=N3. Drug 2: CC1=CC=C(C=C1)C2=CC(=NN2C3=CC=C(C=C3)S(=O)(=O)N)C(F)(F)F. Cell line: OVCAR-8. Synergy scores: CSS=1.09, Synergy_ZIP=-0.258, Synergy_Bliss=-2.86, Synergy_Loewe=0.261, Synergy_HSA=-4.55. (3) Drug 1: CCCS(=O)(=O)NC1=C(C(=C(C=C1)F)C(=O)C2=CNC3=C2C=C(C=N3)C4=CC=C(C=C4)Cl)F. Drug 2: CCC1(CC2CC(C3=C(CCN(C2)C1)C4=CC=CC=C4N3)(C5=C(C=C6C(=C5)C78CCN9C7C(C=CC9)(C(C(C8N6C=O)(C(=O)OC)O)OC(=O)C)CC)OC)C(=O)OC)O.OS(=O)(=O)O. Cell line: NCI/ADR-RES. Synergy scores: CSS=-4.60, Synergy_ZIP=6.85, Synergy_Bliss=-3.02, Synergy_Loewe=-3.81, Synergy_HSA=-5.10. (4) Drug 2: C1C(C(OC1N2C=NC(=NC2=O)N)CO)O. Synergy scores: CSS=8.75, Synergy_ZIP=-5.57, Synergy_Bliss=-0.569, Synergy_Loewe=-0.307, Synergy_HSA=-0.159. Drug 1: C1C(C(OC1N2C=C(C(=O)NC2=O)F)CO)O. Cell line: SN12C. (5) Drug 1: CC1=C(C(=CC=C1)Cl)NC(=O)C2=CN=C(S2)NC3=CC(=NC(=N3)C)N4CCN(CC4)CCO. Drug 2: B(C(CC(C)C)NC(=O)C(CC1=CC=CC=C1)NC(=O)C2=NC=CN=C2)(O)O. Cell line: RXF 393. Synergy scores: CSS=27.5, Synergy_ZIP=-3.38, Synergy_Bliss=-2.94, Synergy_Loewe=-2.36, Synergy_HSA=-0.913. (6) Drug 1: CCC1(CC2CC(C3=C(CCN(C2)C1)C4=CC=CC=C4N3)(C5=C(C=C6C(=C5)C78CCN9C7C(C=CC9)(C(C(C8N6C=O)(C(=O)OC)O)OC(=O)C)CC)OC)C(=O)OC)O.OS(=O)(=O)O. Drug 2: CN(C(=O)NC(C=O)C(C(C(CO)O)O)O)N=O. Cell line: HS 578T. Synergy scores: CSS=11.2, Synergy_ZIP=-8.35, Synergy_Bliss=-9.13, Synergy_Loewe=-35.9, Synergy_HSA=-11.2. (7) Drug 1: CC(C1=C(C=CC(=C1Cl)F)Cl)OC2=C(N=CC(=C2)C3=CN(N=C3)C4CCNCC4)N. Cell line: MCF7. Drug 2: CC(C)(C#N)C1=CC(=CC(=C1)CN2C=NC=N2)C(C)(C)C#N. Synergy scores: CSS=6.48, Synergy_ZIP=-0.509, Synergy_Bliss=1.90, Synergy_Loewe=1.33, Synergy_HSA=1.52. (8) Drug 1: CC1CC(C(C(C=C(C(C(C=CC=C(C(=O)NC2=CC(=O)C(=C(C1)C2=O)OC)C)OC)OC(=O)N)C)C)O)OC. Drug 2: CN1C=C(C=N1)C2=C3N=C(C(=C(N3N=C2)N)Br)C4CCCNC4. Cell line: HT29. Synergy scores: CSS=67.0, Synergy_ZIP=-1.07, Synergy_Bliss=-2.76, Synergy_Loewe=-2.14, Synergy_HSA=1.59.